Task: Predict the product of the given reaction.. Dataset: Forward reaction prediction with 1.9M reactions from USPTO patents (1976-2016) (1) Given the reactants C(O)(C(F)(F)F)=O.[C:8]1([C:14]2[N:15]=[CH:16][N:17]([CH:25]3[CH2:30][CH2:29][N:28](C(OC(C)(C)C)=O)[CH2:27][CH2:26]3)[C:18]=2[C:19]2[CH:24]=[CH:23][N:22]=[CH:21][N:20]=2)[CH:13]=[CH:12][CH:11]=[CH:10][CH:9]=1, predict the reaction product. The product is: [C:8]1([C:14]2[N:15]=[CH:16][N:17]([CH:25]3[CH2:30][CH2:29][NH:28][CH2:27][CH2:26]3)[C:18]=2[C:19]2[CH:24]=[CH:23][N:22]=[CH:21][N:20]=2)[CH:9]=[CH:10][CH:11]=[CH:12][CH:13]=1. (2) Given the reactants C1C=C2C=CC(O)=C(C3C4C(=CC=CC=4)C=CC=3O)C2=CC=1.[CH2:23]=[C:24]1[C:33]2[C:28](=[CH:29][CH:30]=[CH:31][CH:32]=2)[O:27][CH2:26][CH2:25]1.[F:34][C:35]([F:44])([F:43])[C:36](=[O:42])[C:37]([O:39][CH2:40][CH3:41])=[O:38], predict the reaction product. The product is: [O:27]1[C:28]2[C:33](=[CH:32][CH:31]=[CH:30][CH:29]=2)[C:24]([CH2:23][C:36]([OH:42])([C:35]([F:44])([F:43])[F:34])[C:37]([O:39][CH2:40][CH3:41])=[O:38])=[CH:25][CH2:26]1. (3) Given the reactants Br.[Cl:2][C:3]1[CH:36]=[CH:35][C:6]([CH2:7][CH:8]2[N:13]3C(=O)C(N)[CH2:16][N:17]([S:18]([C:21]4[CH:26]=[CH:25][C:24]([Cl:27])=[CH:23][C:22]=4[Cl:28])(=[O:20])=[O:19])[CH:12]3[CH2:11][N:10]([CH:31]([CH3:33])[CH3:32])[C:9]2=[O:34])=[CH:5][CH:4]=1.[C:37]([OH:40])(=O)[CH3:38].[CH2:41]=O.[C:43]([BH3-])#[N:44].[Na+], predict the reaction product. The product is: [Cl:2][C:3]1[CH:4]=[CH:5][C:6]([CH2:7][CH:8]2[N:13]3[C:37](=[O:40])[CH:38]([N:44]([CH3:43])[CH3:41])[CH2:16][N:17]([S:18]([C:21]4[CH:26]=[CH:25][C:24]([Cl:27])=[CH:23][C:22]=4[Cl:28])(=[O:20])=[O:19])[CH:12]3[CH2:11][N:10]([CH:31]([CH3:32])[CH3:33])[C:9]2=[O:34])=[CH:35][CH:36]=1. (4) Given the reactants [Cl:1][C:2]1[CH:7]=[CH:6][CH:5]=[C:4]([Cl:8])[C:3]=1[CH2:9][S:10]([C:13]1[CH:14]=[C:15]2[C:19](=[CH:20][CH:21]=1)[NH:18][C:17](=[O:22])/[C:16]/2=[CH:23]\[C:24]1[NH:28][C:27]([CH3:29])=[C:26]([C:30]([OH:32])=O)[C:25]=1[CH3:33])(=[O:12])=[O:11].[CH:34]1([N:37]([CH3:44])[CH2:38][C@@H:39]2[CH2:43][CH2:42][CH2:41][NH:40]2)[CH2:36][CH2:35]1.C1C=CC2N(O)N=NC=2C=1.CCN=C=NCCCN(C)C, predict the reaction product. The product is: [CH:34]1([N:37]([CH2:38][C@@H:39]2[CH2:43][CH2:42][CH2:41][N:40]2[C:30]([C:26]2[C:25]([CH3:33])=[C:24](/[CH:23]=[C:16]3\[C:17](=[O:22])[NH:18][C:19]4[C:15]\3=[CH:14][C:13]([S:10]([CH2:9][C:3]3[C:4]([Cl:8])=[CH:5][CH:6]=[CH:7][C:2]=3[Cl:1])(=[O:11])=[O:12])=[CH:21][CH:20]=4)[NH:28][C:27]=2[CH3:29])=[O:32])[CH3:44])[CH2:35][CH2:36]1. (5) The product is: [F:1][C:2]1[CH:20]=[CH:19][C:18]2[C:15](=[O:17])[CH2:14][C:7]3[CH:8]=[CH:9][C:10]([O:12][CH3:13])=[CH:11][C:6]=3[CH2:5][C:4]=2[CH:3]=1. Given the reactants [F:1][C:2]1[CH:3]=[C:4]([CH:18]=[CH:19][CH:20]=1)[CH2:5][C:6]1[CH:11]=[C:10]([O:12][CH3:13])[CH:9]=[CH:8][C:7]=1[CH2:14][C:15]([OH:17])=O.C(C1C=C(OC)C=CC=1CC(O)=O)C1C=CC=CC=1, predict the reaction product. (6) The product is: [CH3:26][O:16][C:15](=[O:17])[C@H:14]([NH:13][S:10]([C:6]1[C:7]([CH3:9])=[CH:8][C:3]([O:2][CH3:1])=[C:4]([CH3:25])[C:5]=1[CH3:24])(=[O:12])=[O:11])[CH2:18][O:19][C:20]([CH3:21])([CH3:22])[CH3:23]. Given the reactants [CH3:1][O:2][C:3]1[CH:8]=[C:7]([CH3:9])[C:6]([S:10]([NH:13][C@H:14]([CH2:18][O:19][C:20]([CH3:23])([CH3:22])[CH3:21])[C:15]([OH:17])=[O:16])(=[O:12])=[O:11])=[C:5]([CH3:24])[C:4]=1[CH3:25].[CH3:26][Si](C=[N+]=[N-])(C)C, predict the reaction product.